This data is from Peptide-MHC class I binding affinity with 185,985 pairs from IEDB/IMGT. The task is: Regression. Given a peptide amino acid sequence and an MHC pseudo amino acid sequence, predict their binding affinity value. This is MHC class I binding data. The peptide sequence is KYTSGRQEK. The MHC is HLA-B58:01 with pseudo-sequence HLA-B58:01. The binding affinity (normalized) is 0.0847.